From a dataset of Forward reaction prediction with 1.9M reactions from USPTO patents (1976-2016). Predict the product of the given reaction. Given the reactants C(OC([N:8]1[CH2:13][CH2:12][N:11]([C:14]2[C:18]3[CH:19]=[C:20]([F:24])[CH:21]=[C:22]([F:23])[C:17]=3[O:16][N:15]=2)[CH2:10][CH2:9]1)=O)(C)(C)C.[ClH:25].O1CCOCC1, predict the reaction product. The product is: [ClH:25].[F:24][C:20]1[CH:21]=[C:22]([F:23])[C:17]2[O:16][N:15]=[C:14]([N:11]3[CH2:10][CH2:9][NH:8][CH2:13][CH2:12]3)[C:18]=2[CH:19]=1.